This data is from Forward reaction prediction with 1.9M reactions from USPTO patents (1976-2016). The task is: Predict the product of the given reaction. Given the reactants [N:1]1([C:7]2[CH:12]=[CH:11][C:10]([NH:13][C:14]([C:16]3[CH:17]=[C:18]([CH:30]=[CH:31][CH:32]=3)[CH2:19][S:20][CH2:21][CH2:22][C:23]([O:25]C(C)(C)C)=[O:24])=[O:15])=[C:9]([C:33]3[CH:38]=[C:37]([NH:39][CH2:40][C:41]4[CH:46]=[CH:45][CH:44]=[C:43]([C:47]([F:50])([F:49])[F:48])[CH:42]=4)[N:36]=[CH:35][N:34]=3)[CH:8]=2)[CH2:6][CH2:5][CH2:4][CH2:3][CH2:2]1.C(O)(C(F)(F)F)=O, predict the reaction product. The product is: [N:1]1([C:7]2[CH:12]=[CH:11][C:10]([NH:13][C:14]([C:16]3[CH:17]=[C:18]([CH:30]=[CH:31][CH:32]=3)[CH2:19][S:20][CH2:21][CH2:22][C:23]([OH:25])=[O:24])=[O:15])=[C:9]([C:33]3[CH:38]=[C:37]([NH:39][CH2:40][C:41]4[CH:46]=[CH:45][CH:44]=[C:43]([C:47]([F:50])([F:49])[F:48])[CH:42]=4)[N:36]=[CH:35][N:34]=3)[CH:8]=2)[CH2:2][CH2:3][CH2:4][CH2:5][CH2:6]1.